Dataset: Forward reaction prediction with 1.9M reactions from USPTO patents (1976-2016). Task: Predict the product of the given reaction. (1) Given the reactants [CH:1]1([C:4]2[C:9]([O:10][C:11]([F:14])([F:13])[CH3:12])=[CH:8][C:7](B3OC(C)(C)C(C)(C)O3)=[CH:6][N:5]=2)[CH2:3][CH2:2]1.[OH:24]O, predict the reaction product. The product is: [CH:1]1([C:4]2[N:5]=[CH:6][C:7]([OH:24])=[CH:8][C:9]=2[O:10][C:11]([F:14])([F:13])[CH3:12])[CH2:3][CH2:2]1. (2) Given the reactants Cl[C:2]1[C:3]2[S:18][C:17]([NH2:19])=[N:16][C:4]=2[N:5]=[C:6]([S:8][CH2:9][C:10]2[CH:15]=[CH:14][CH:13]=[CH:12][CH:11]=2)[N:7]=1.[NH2:20][C@H:21]([CH3:24])[CH2:22][OH:23], predict the reaction product. The product is: [NH2:19][C:17]1[S:18][C:3]2[C:2]([NH:20][C@H:21]([CH3:24])[CH2:22][OH:23])=[N:7][C:6]([S:8][CH2:9][C:10]3[CH:15]=[CH:14][CH:13]=[CH:12][CH:11]=3)=[N:5][C:4]=2[N:16]=1. (3) Given the reactants [Br:1][C:2]1[CH:3]=[C:4]([C:12]([F:15])([F:14])[F:13])[C:5]([CH3:11])=[C:6]([CH:10]=1)[C:7](O)=[O:8], predict the reaction product. The product is: [Br:1][C:2]1[CH:3]=[C:4]([C:12]([F:13])([F:14])[F:15])[C:5]([CH3:11])=[C:6]([CH2:7][OH:8])[CH:10]=1. (4) Given the reactants Cl[CH2:2][C:3]([C:5]1[CH:6]=[C:7]2[C:11](=[CH:12][CH:13]=1)[N:10]([C:14]1[N:22]=[CH:21][N:20]=[C:19]3[C:15]=1[N:16]=[CH:17][NH:18]3)[CH2:9][CH2:8]2)=[O:4].[NH2:23][C@H:24]1[CH2:29][CH2:28][C@H:27]([NH2:30])[CH2:26][CH2:25]1, predict the reaction product. The product is: [NH2:23][C@H:24]1[CH2:29][CH2:28][C@H:27]([NH:30][C:21]2[N:20]=[C:19]3[C:15]([N:16]=[CH:17][NH:18]3)=[C:14]([N:10]3[C:11]4[C:7](=[CH:6][C:5]([C:3](=[O:4])[CH3:2])=[CH:13][CH:12]=4)[CH2:8][CH2:9]3)[N:22]=2)[CH2:26][CH2:25]1. (5) Given the reactants [NH2:1][C:2]1[N:6]([C:7]2[CH:16]=[CH:15][C:10]3[NH:11][C:12]([CH3:14])=[N:13][C:9]=3[CH:8]=2)[N:5]=[CH:4][C:3]=1[C:17]([C:19]1[N:20]([S:29]([C:32]2[CH:37]=[CH:36][C:35]([CH3:38])=[CH:34][CH:33]=2)(=[O:31])=[O:30])[C:21]2[C:26]([CH:27]=1)=[CH:25][CH:24]=[C:23](I)[CH:22]=2)=[O:18].[C:39](=O)([O-])[O-:40].[Na+].[Na+].C([SiH](CC)CC)C.[C]=O, predict the reaction product. The product is: [NH2:1][C:2]1[N:6]([C:7]2[CH:16]=[CH:15][C:10]3[NH:11][C:12]([CH3:14])=[N:13][C:9]=3[CH:8]=2)[N:5]=[CH:4][C:3]=1[C:17]([C:19]1[N:20]([S:29]([C:32]2[CH:37]=[CH:36][C:35]([CH3:38])=[CH:34][CH:33]=2)(=[O:31])=[O:30])[C:21]2[C:26]([CH:27]=1)=[CH:25][CH:24]=[C:23]([CH:39]=[O:40])[CH:22]=2)=[O:18]. (6) Given the reactants Cl[C:2]1[C:3]([CH:8]2[CH2:11][N:10]([C:12]([O:14][C:15]([CH3:18])([CH3:17])[CH3:16])=[O:13])[CH2:9]2)=[N:4][CH:5]=[CH:6][N:7]=1.[CH3:19][CH:20]1[CH2:24][CH2:23][NH:22][CH2:21]1.CCN(CC)CC, predict the reaction product. The product is: [C:15]([O:14][C:12]([N:10]1[CH2:11][CH:8]([C:3]2[C:2]([N:22]3[CH2:23][CH2:24][CH:20]([CH3:19])[CH2:21]3)=[N:7][CH:6]=[CH:5][N:4]=2)[CH2:9]1)=[O:13])([CH3:18])([CH3:17])[CH3:16]. (7) The product is: [N:17]1[CH:16]=[CH:15][C:14]([C:13]2[O:20][C:2]3[CH:7]=[C:6]([C:8]([F:9])([F:10])[F:11])[CH:5]=[CH:4][C:3]=3[N:12]=2)=[CH:19][CH:18]=1. Given the reactants O[C:2]1[CH:7]=[C:6]([C:8]([F:11])([F:10])[F:9])[CH:5]=[CH:4][C:3]=1[NH:12][C:13](=[O:20])[C:14]1[CH:19]=[CH:18][N:17]=[CH:16][CH:15]=1.C(Cl)(Cl)(Cl)Cl.C1(P(C2C=CC=CC=2)C2C=CC=CC=2)C=CC=CC=1.C(N(CC)CC)C, predict the reaction product.